From a dataset of Catalyst prediction with 721,799 reactions and 888 catalyst types from USPTO. Predict which catalyst facilitates the given reaction. Reactant: [H-].[Na+].[C:3](=[O:10])([O:7][CH2:8][CH3:9])OCC.[CH3:11][C:12]1[CH:17]=[CH:16][C:15]([C:18]([CH3:20])=[O:19])=[CH:14][C:13]=1[Br:21].CCOC(C)=O. Product: [CH2:8]([O:7][C:3](=[O:10])[CH2:20][C:18]([C:15]1[CH:16]=[CH:17][C:12]([CH3:11])=[C:13]([Br:21])[CH:14]=1)=[O:19])[CH3:9]. The catalyst class is: 1.